Task: Predict which catalyst facilitates the given reaction.. Dataset: Catalyst prediction with 721,799 reactions and 888 catalyst types from USPTO Product: [CH3:3][N:2]([CH2:4][CH2:5][O:6][C:7]1[C:17]2[CH:18]=[C:19]([Cl:22])[CH:20]=[CH:21][C:16]=2[S:15][C:14]2[CH:13]=[CH:12][CH:11]=[CH:10][C:9]=2[CH:8]=1)[CH3:1].[ClH:23]. Reactant: [CH3:1][N:2]([CH2:4][CH2:5][O:6][C:7]1[C:17]2[CH:18]=[C:19]([Cl:22])[CH:20]=[CH:21][C:16]=2[S:15][C:14]2[CH:13]=[CH:12][CH:11]=[CH:10][C:9]=2[CH:8]=1)[CH3:3].[ClH:23]. The catalyst class is: 27.